This data is from Peptide-MHC class I binding affinity with 185,985 pairs from IEDB/IMGT. The task is: Regression. Given a peptide amino acid sequence and an MHC pseudo amino acid sequence, predict their binding affinity value. This is MHC class I binding data. The peptide sequence is GTRAENRTYIY. The MHC is Mamu-B01 with pseudo-sequence Mamu-B01. The binding affinity (normalized) is 0.